Dataset: Catalyst prediction with 721,799 reactions and 888 catalyst types from USPTO. Task: Predict which catalyst facilitates the given reaction. Product: [CH3:24][CH:22]1[O:23][CH:18]([CH3:17])[CH2:19][N:20]([CH:13]2[CH2:14][CH2:15][N:10]([C:7]3[CH:8]=[CH:9][C:4]([N+:1]([O-:3])=[O:2])=[CH:5][CH:6]=3)[CH2:11][CH2:12]2)[CH2:21]1. The catalyst class is: 15. Reactant: [N+:1]([C:4]1[CH:9]=[CH:8][C:7]([N:10]2[CH2:15][CH2:14][C:13](=O)[CH2:12][CH2:11]2)=[CH:6][CH:5]=1)([O-:3])=[O:2].[CH3:17][C@H:18]1[O:23][C@@H:22]([CH3:24])[CH2:21][NH:20][CH2:19]1.C([BH3-])#N.[Na+].